Task: Predict the reaction yield, written as a fraction of the theoretical maximum amount of product (1.0 means a 100% yield; for example, 0.34 means a 34% yield).. Dataset: Reaction yield outcomes from USPTO patents with 853,638 reactions (1) The reactants are [S:1]([N:11]1[C:15]2=[N:16][CH:17]=[C:18]([CH2:20][NH:21][C:22]([C@@H:24]3[CH2:29][CH2:28][CH2:27][N:26]([C:30]([O:32][C:33]([CH3:36])([CH3:35])[CH3:34])=[O:31])[CH2:25]3)=O)[N:19]=[C:14]2[CH:13]=[CH:12]1)([C:4]1[CH:10]=[CH:9][C:7]([CH3:8])=[CH:6][CH:5]=1)(=[O:3])=[O:2].COC1C=CC(P2(SP(C3C=CC(OC)=CC=3)(=S)S2)=[S:46])=CC=1.CCOC(C)=O. The catalyst is O1CCOCC1. The product is [S:1]([N:11]1[C:15]2=[N:16][CH:17]=[C:18]([CH2:20][NH:21][C:22]([C@@H:24]3[CH2:29][CH2:28][CH2:27][N:26]([C:30]([O:32][C:33]([CH3:36])([CH3:35])[CH3:34])=[O:31])[CH2:25]3)=[S:46])[N:19]=[C:14]2[CH:13]=[CH:12]1)([C:4]1[CH:10]=[CH:9][C:7]([CH3:8])=[CH:6][CH:5]=1)(=[O:3])=[O:2]. The yield is 0.740. (2) The reactants are Cl[C:2]1[C:3]2[S:10][CH:9]=[CH:8][C:4]=2[N:5]=[CH:6][N:7]=1.[NH2:11][C:12]1[CH:24]=[CH:23][C:15]([CH:16]=[CH:17][C:18]([O:20][CH2:21][CH3:22])=[O:19])=[CH:14][CH:13]=1. The catalyst is Cl.C(O)(C)C. The product is [CH2:21]([O:20][C:18](=[O:19])[CH:17]=[CH:16][C:15]1[CH:14]=[CH:13][C:12]([NH:11][C:2]2[C:3]3[S:10][CH:9]=[CH:8][C:4]=3[N:5]=[CH:6][N:7]=2)=[CH:24][CH:23]=1)[CH3:22]. The yield is 0.820. (3) The reactants are [CH3:1][O:2][C:3]([C@H:5]1[CH2:10][CH2:9][C@H:8]([CH2:11][NH:12][C:13]2[CH:18]=[C:17]([O:19][CH3:20])[CH:16]=[CH:15][C:14]=2[N+:21]([O-])=O)[CH2:7][CH2:6]1)=[O:4].[H][H]. The product is [CH3:1][O:2][C:3]([C@H:5]1[CH2:6][CH2:7][C@H:8]([CH2:11][NH:12][C:13]2[CH:18]=[C:17]([O:19][CH3:20])[CH:16]=[CH:15][C:14]=2[NH2:21])[CH2:9][CH2:10]1)=[O:4]. The yield is 0.890. The catalyst is CCO.[Pd].